Task: Predict which catalyst facilitates the given reaction.. Dataset: Catalyst prediction with 721,799 reactions and 888 catalyst types from USPTO Reactant: [C:1]([NH:8][C@H:9]([C:11]([OH:13])=O)[CH3:10])([O:3][C:4]([CH3:7])([CH3:6])[CH3:5])=[O:2].Cl.[CH3:15][NH:16][CH3:17].CCN(C(C)C)C(C)C.C1C=CC2N(O)N=NC=2C=1.CCN=C=NCCCN(C)C. Product: [CH3:15][N:16]([CH3:17])[C:11](=[O:13])[C@H:9]([CH3:10])[NH:8][C:1]([O:3][C:4]([CH3:7])([CH3:6])[CH3:5])=[O:2]. The catalyst class is: 34.